The task is: Predict the reactants needed to synthesize the given product.. This data is from Full USPTO retrosynthesis dataset with 1.9M reactions from patents (1976-2016). The reactants are: [Cl:1]C1C(F)=C(C[N:9]2[CH2:14][CH2:13][C@@H:12]([C:15]([O:17][CH3:18])=[O:16])[CH2:11][C@H:10]2[CH3:19])C=CC=1.ClCCCl.ClC(OC(Cl)C)=O. Given the product [ClH:1].[CH3:19][C@@H:10]1[CH2:11][C@H:12]([C:15]([O:17][CH3:18])=[O:16])[CH2:13][CH2:14][NH:9]1, predict the reactants needed to synthesize it.